This data is from Full USPTO retrosynthesis dataset with 1.9M reactions from patents (1976-2016). The task is: Predict the reactants needed to synthesize the given product. (1) Given the product [CH2:35]([C:42]1[C:43](=[O:53])[N:44]([CH2:49][C:50]([NH:1][C@@H:2]([CH2:10][CH2:11][CH2:12][NH:13][C:14]([NH:16][S:17]([C:20]2[C:21]([CH3:34])=[C:22]3[C:27](=[C:28]([CH3:31])[C:29]=2[CH3:30])[O:26][C:25]([CH3:33])([CH3:32])[CH2:24][CH2:23]3)(=[O:18])=[O:19])=[NH:15])[C:3]([O:5][C:6]([CH3:7])([CH3:8])[CH3:9])=[O:4])=[O:51])[CH:45]=[C:46]([CH3:48])[CH:47]=1)[C:36]1[CH:37]=[CH:38][CH:39]=[CH:40][CH:41]=1, predict the reactants needed to synthesize it. The reactants are: [NH2:1][C@@H:2]([CH2:10][CH2:11][CH2:12][NH:13][C:14]([NH:16][S:17]([C:20]1[C:21]([CH3:34])=[C:22]2[C:27](=[C:28]([CH3:31])[C:29]=1[CH3:30])[O:26][C:25]([CH3:33])([CH3:32])[CH2:24][CH2:23]2)(=[O:19])=[O:18])=[NH:15])[C:3]([O:5][C:6]([CH3:9])([CH3:8])[CH3:7])=[O:4].[CH2:35]([C:42]1[C:43](=[O:53])[N:44]([CH2:49][C:50](O)=[O:51])[CH:45]=[C:46]([CH3:48])[CH:47]=1)[C:36]1[CH:41]=[CH:40][CH:39]=[CH:38][CH:37]=1.CN(C(ON1N=NC2C=CC=CC1=2)=[N+](C)C)C.F[P-](F)(F)(F)(F)F.CCN(C(C)C)C(C)C. (2) Given the product [CH3:19][C:16]([CH3:17])([O:15][C:13]([NH:12][C@H:11]([C:20]([O:22][CH3:23])=[O:21])[C@@H:10]([CH3:24])[S:9][CH2:29][C:30]1[CH:35]=[C:34]([CH3:36])[CH:33]=[C:32]([N:37]2[C:41]([CH3:42])=[CH:40][CH:39]=[C:38]2[CH3:43])[N:31]=1)=[O:14])[CH3:18], predict the reactants needed to synthesize it. The reactants are: C([S:9][C@H:10]([CH3:24])[C@@H:11]([C:20]([O:22][CH3:23])=[O:21])[NH:12][C:13]([O:15][C:16]([CH3:19])([CH3:18])[CH3:17])=[O:14])(=O)C1C=CC=CC=1.C[O-].[Na+].Cl[CH2:29][C:30]1[CH:35]=[C:34]([CH3:36])[CH:33]=[C:32]([N:37]2[C:41]([CH3:42])=[CH:40][CH:39]=[C:38]2[CH3:43])[N:31]=1. (3) Given the product [CH2:16]([O:15][C:14]1[CH:13]=[C:12]([C:23]#[C:24][C:33]2([OH:36])[CH2:34][CH2:35][O:30][CH2:31][CH2:32]2)[N:11]=[N:10][C:9]=1[O:8][CH2:1][C:2]1[CH:3]=[CH:4][CH:5]=[CH:6][CH:7]=1)[C:17]1[CH:22]=[CH:21][CH:20]=[CH:19][CH:18]=1, predict the reactants needed to synthesize it. The reactants are: [CH2:1]([O:8][C:9]1[N:10]=[N:11][C:12]([C:23]#[CH:24])=[CH:13][C:14]=1[O:15][CH2:16][C:17]1[CH:22]=[CH:21][CH:20]=[CH:19][CH:18]=1)[C:2]1[CH:7]=[CH:6][CH:5]=[CH:4][CH:3]=1.C([Li])CCC.[O:30]1[CH2:35][CH2:34][C:33](=[O:36])[CH2:32][CH2:31]1.[Cl-].[NH4+]. (4) Given the product [Cl:1][C:2]1[C:9]([CH2:14][CH:13]=[CH2:12])=[CH:8][CH:7]=[C:6]([F:11])[C:3]=1[C:4]#[N:5], predict the reactants needed to synthesize it. The reactants are: [Cl:1][C:2]1[C:9](I)=[CH:8][CH:7]=[C:6]([F:11])[C:3]=1[C:4]#[N:5].[CH2:12]([Sn](CCCC)(CCCC)CCCC)[CH:13]=[CH2:14].[Li+].[Cl-]. (5) Given the product [CH3:34][CH2:33][CH2:32][C:31]1[N:23]2[NH:22][C:21]([C:5]3[CH:6]=[C:7]([S:10]([N:13]4[CH2:14][CH2:15][N:16]([CH2:19][CH3:20])[CH2:17][CH2:18]4)(=[O:12])=[O:11])[CH:8]=[CH:9][C:4]=3[O:3][CH2:1][CH3:2])=[N:26][C:25](=[O:27])[C:24]2=[C:28]([CH3:29])[N:30]=1, predict the reactants needed to synthesize it. The reactants are: [CH2:1]([O:3][C:4]1[CH:9]=[CH:8][C:7]([S:10]([N:13]2[CH2:18][CH2:17][N:16]([CH2:19][CH3:20])[CH2:15][CH2:14]2)(=[O:12])=[O:11])=[CH:6][C:5]=1[C:21]1[NH:26][C:25](=[O:27])[C:24]([CH:28]([NH:30][C:31](=O)[CH2:32][CH2:33][CH3:34])[CH3:29])=[N:23][N:22]=1)[CH3:2].P(Cl)(Cl)(Cl)=O.[OH-].[Na+]. (6) Given the product [NH2:20][C:11]1[C:10]([NH:9][C:3]2[CH:4]=[CH:5][C:6]([I:8])=[CH:7][C:2]=2[F:1])=[CH:15][C:14](=[O:16])[N:13]2[CH2:17][CH2:18][S:19][C:12]=12, predict the reactants needed to synthesize it. The reactants are: [F:1][C:2]1[CH:7]=[C:6]([I:8])[CH:5]=[CH:4][C:3]=1[NH:9][C:10]1[C:11]([N+:20]([O-])=O)=[C:12]2[S:19][CH2:18][CH2:17][N:13]2[C:14](=[O:16])[CH:15]=1.Cl[Sn]Cl.O.Cl. (7) Given the product [CH2:1]([O:3][C:4]([N:6]1[CH2:7][CH2:8][N:9]([C:12](=[O:41])[C@@H:13]([NH:23][C:24]([C:26]2[CH:35]=[C:34]([O:36][CH2:37][C:38]([N:66]3[CH2:67][CH2:68][CH2:69][C@H:65]3[C:63](=[O:64])[NH:62][CH:59]3[CH2:60][CH2:61]3)=[O:40])[C:33]3[C:28](=[CH:29][CH:30]=[CH:31][CH:32]=3)[N:27]=2)=[O:25])[CH2:14][CH2:15][C:16]([O:18][C:19]([CH3:21])([CH3:22])[CH3:20])=[O:17])[CH2:10][CH2:11]1)=[O:5])[CH3:2], predict the reactants needed to synthesize it. The reactants are: [CH2:1]([O:3][C:4]([N:6]1[CH2:11][CH2:10][N:9]([C:12](=[O:41])[C@@H:13]([NH:23][C:24]([C:26]2[CH:35]=[C:34]([O:36][CH2:37][C:38]([OH:40])=O)[C:33]3[C:28](=[CH:29][CH:30]=[CH:31][CH:32]=3)[N:27]=2)=[O:25])[CH2:14][CH2:15][C:16]([O:18][C:19]([CH3:22])([CH3:21])[CH3:20])=[O:17])[CH2:8][CH2:7]1)=[O:5])[CH3:2].C(Cl)CCl.FC1C(O)=C(F)C(F)=C(F)C=1F.Cl.[CH:59]1([NH:62][C:63]([C@@H:65]2[CH2:69][CH2:68][CH2:67][NH:66]2)=[O:64])[CH2:61][CH2:60]1. (8) Given the product [Cl:12][C:13]1[CH:18]=[CH:17][C:16]([C:19]([C:22]2([C:25]3[CH:30]=[CH:29][CH:28]=[CH:27][N:26]=3)[CH2:24][CH2:23]2)([OH:20])[CH2:21][N:7]2[CH:11]=[N:10][CH:9]=[N:8]2)=[CH:15][CH:14]=1, predict the reactants needed to synthesize it. The reactants are: C(=O)([O-])[O-].[K+].[K+].[NH:7]1[CH:11]=[N:10][CH:9]=[N:8]1.[Cl:12][C:13]1[CH:18]=[CH:17][C:16]([C:19]2([C:22]3([C:25]4[CH:30]=[CH:29][CH:28]=[CH:27][N:26]=4)[CH2:24][CH2:23]3)[CH2:21][O:20]2)=[CH:15][CH:14]=1.O. (9) Given the product [ClH:27].[ClH:27].[NH2:7][C@@H:8]1[CH2:10][C@H:9]1[C:11]1[CH:15]=[C:14]([C:16]([NH:17][C:18]2[CH:19]=[N:20][N:21]([CH3:23])[CH:22]=2)=[O:24])[S:13][C:12]=1[CH3:25], predict the reactants needed to synthesize it. The reactants are: C(OC(=O)[NH:7][C@@H:8]1[CH2:10][C@H:9]1[C:11]1[CH:15]=[C:14]([C:16](=[O:24])[NH:17][C:18]2[CH:19]=[N:20][N:21]([CH3:23])[CH:22]=2)[S:13][C:12]=1[CH3:25])(C)(C)C.[ClH:27].C(OCC)(=O)C. (10) Given the product [ClH:24].[NH2:7][C@H:8]1[CH2:13][CH2:12][CH2:11][C@@H:10]([C:14]([N:16]2[CH2:21][CH2:20][CH:19]([OH:22])[CH2:18][CH2:17]2)=[O:15])[CH2:9]1, predict the reactants needed to synthesize it. The reactants are: C(OC(=O)[NH:7][C@H:8]1[CH2:13][CH2:12][CH2:11][C@@H:10]([C:14]([N:16]2[CH2:21][CH2:20][CH:19]([OH:22])[CH2:18][CH2:17]2)=[O:15])[CH2:9]1)(C)(C)C.[ClH:24].